From a dataset of Reaction yield outcomes from USPTO patents with 853,638 reactions. Predict the reaction yield, written as a fraction of the theoretical maximum amount of product (1.0 means a 100% yield; for example, 0.34 means a 34% yield). (1) The reactants are [CH2:1]([C:3]1[N:4]=[C:5]([CH2:27][CH2:28][CH3:29])[N:6]([CH2:12][C:13]2[CH:18]=[CH:17][C:16]([C:19]3[C:20]([C:25]#[N:26])=[CH:21][CH:22]=[CH:23][CH:24]=3)=[CH:15][CH:14]=2)[C:7](=[O:11])[C:8]=1[CH:9]=C)[CH3:2].I([O-])(=O)(=O)=[O:31].[Na+].C(#N)C.O. The catalyst is CC(C)=O.[Os](=O)(=O)(=O)=O. The product is [CH2:1]([C:3]1[N:4]=[C:5]([CH2:27][CH2:28][CH3:29])[N:6]([CH2:12][C:13]2[CH:14]=[CH:15][C:16]([C:19]3[C:20]([C:25]#[N:26])=[CH:21][CH:22]=[CH:23][CH:24]=3)=[CH:17][CH:18]=2)[C:7](=[O:11])[C:8]=1[CH:9]=[O:31])[CH3:2]. The yield is 0.640. (2) The reactants are [CH3:1][O:2][C:3]([C:5]1[CH:14]=[C:13]([OH:15])[C:12]2[C:7](=[CH:8][CH:9]=[C:10]([F:16])[CH:11]=2)[CH:6]=1)=[O:4].C(=O)([O-])[O-].[K+].[K+].[CH2:23](Br)[C:24]1[CH:29]=[CH:28][CH:27]=[CH:26][CH:25]=1. The catalyst is CC(C)=O. The product is [CH3:1][O:2][C:3]([C:5]1[CH:14]=[C:13]([O:15][CH2:23][C:24]2[CH:29]=[CH:28][CH:27]=[CH:26][CH:25]=2)[C:12]2[C:7](=[CH:8][CH:9]=[C:10]([F:16])[CH:11]=2)[CH:6]=1)=[O:4]. The yield is 0.900.